Dataset: Catalyst prediction with 721,799 reactions and 888 catalyst types from USPTO. Task: Predict which catalyst facilitates the given reaction. (1) Reactant: C(N1C=CN=C1)(N1C=CN=C1)=O.[Br:13][C:14]1[CH:15]=[N:16][CH:17]=[C:18]([CH:22]=1)[C:19]([OH:21])=O.[C:23]1([C:29]2[CH2:33][CH2:32][NH:31][N:30]=2)[CH:28]=[CH:27][CH:26]=[CH:25][CH:24]=1. Product: [Br:13][C:14]1[CH:15]=[N:16][CH:17]=[C:18]([CH:22]=1)[C:19]([N:31]1[CH2:32][CH2:33][C:29]([C:23]2[CH:24]=[CH:25][CH:26]=[CH:27][CH:28]=2)=[N:30]1)=[O:21]. The catalyst class is: 3. (2) Reactant: [CH3:1][C:2]1[C:3]([O:20][CH2:21][C:22]([F:25])([F:24])[F:23])=[CH:4][CH:5]=[N:6][C:7]=1[CH2:8][S+:9]([O-:19])[C:10]1[NH:11][C:12]2[CH:13]=[CH:14][CH:15]=[CH:16][C:17]=2[N:18]=1.[CH:26]([NH2:29])([CH3:28])[CH3:27]. Product: [CH3:1][C:2]1[C:3]([O:20][CH2:21][C:22]([F:25])([F:23])[F:24])=[CH:4][CH:5]=[N:6][C:7]=1[CH2:8][S+:9]([O-:19])[C:10]1[NH:18][C:17]2[CH:16]=[CH:15][CH:14]=[CH:13][C:12]=2[N:11]=1.[CH:26]([NH3+:29])([CH3:28])[CH3:27]. The catalyst class is: 237. (3) Reactant: C([O:3][C:4]([C:6]1[C:30]([Cl:31])=[CH:29][C:9]2[N:10]=[C:11]([NH:13][C:14]3[CH:19]=[C:18]([CH2:20][NH:21][C:22]([C:24]([CH3:27])([CH3:26])[CH3:25])=[O:23])[CH:17]=[CH:16][C:15]=3[Cl:28])[NH:12][C:8]=2[CH:7]=1)=[O:5])C.[OH-].[Na+]. Product: [C:24]([C:22]([NH:21][CH2:20][C:18]1[CH:17]=[CH:16][C:15]([Cl:28])=[C:14]([NH:13][C:11]2[NH:12][C:8]3[CH:7]=[C:6]([C:4]([OH:5])=[O:3])[C:30]([Cl:31])=[CH:29][C:9]=3[N:10]=2)[CH:19]=1)=[O:23])([CH3:27])([CH3:25])[CH3:26]. The catalyst class is: 14.